From a dataset of NCI-60 drug combinations with 297,098 pairs across 59 cell lines. Regression. Given two drug SMILES strings and cell line genomic features, predict the synergy score measuring deviation from expected non-interaction effect. (1) Drug 1: CN1C(=O)N2C=NC(=C2N=N1)C(=O)N. Drug 2: C1CCC(C(C1)N)N.C(=O)(C(=O)[O-])[O-].[Pt+4]. Cell line: NCI-H322M. Synergy scores: CSS=-2.02, Synergy_ZIP=1.61, Synergy_Bliss=-1.24, Synergy_Loewe=-1.20, Synergy_HSA=-4.94. (2) Drug 1: CC1C(C(=O)NC(C(=O)N2CCCC2C(=O)N(CC(=O)N(C(C(=O)O1)C(C)C)C)C)C(C)C)NC(=O)C3=C4C(=C(C=C3)C)OC5=C(C(=O)C(=C(C5=N4)C(=O)NC6C(OC(=O)C(N(C(=O)CN(C(=O)C7CCCN7C(=O)C(NC6=O)C(C)C)C)C)C(C)C)C)N)C. Drug 2: CCN(CC)CCNC(=O)C1=C(NC(=C1C)C=C2C3=C(C=CC(=C3)F)NC2=O)C. Cell line: SF-539. Synergy scores: CSS=14.0, Synergy_ZIP=-3.47, Synergy_Bliss=-6.15, Synergy_Loewe=-7.73, Synergy_HSA=-3.46.